This data is from NCI-60 drug combinations with 297,098 pairs across 59 cell lines. The task is: Regression. Given two drug SMILES strings and cell line genomic features, predict the synergy score measuring deviation from expected non-interaction effect. Drug 1: CNC(=O)C1=CC=CC=C1SC2=CC3=C(C=C2)C(=NN3)C=CC4=CC=CC=N4. Drug 2: CN(C)C1=NC(=NC(=N1)N(C)C)N(C)C. Cell line: CCRF-CEM. Synergy scores: CSS=-4.60, Synergy_ZIP=-1.25, Synergy_Bliss=-5.38, Synergy_Loewe=-19.0, Synergy_HSA=-8.17.